This data is from Full USPTO retrosynthesis dataset with 1.9M reactions from patents (1976-2016). The task is: Predict the reactants needed to synthesize the given product. (1) The reactants are: [NH2:1][C:2]1[CH:14]=[C:13]2[C:5]([C:6]3[C:7]([C:18]4[CH:23]=[CH:22][CH:21]=[C:20]([NH:24][C:25](=[O:33])[C:26]5[CH:31]=[CH:30][C:29]([F:32])=[CH:28][CH:27]=5)[C:19]=4[CH3:34])=[CH:8][CH:9]=[C:10]([C:15]([NH2:17])=[O:16])[C:11]=3[NH:12]2)=[CH:4][CH:3]=1.[CH3:35][S:36](Cl)(=[O:38])=[O:37]. Given the product [F:32][C:29]1[CH:28]=[CH:27][C:26]([C:25]([NH:24][C:20]2[C:19]([CH3:34])=[C:18]([C:7]3[C:6]4[C:5]5[C:13](=[CH:14][C:2]([NH:1][S:36]([CH3:35])(=[O:38])=[O:37])=[CH:3][CH:4]=5)[NH:12][C:11]=4[C:10]([C:15]([NH2:17])=[O:16])=[CH:9][CH:8]=3)[CH:23]=[CH:22][CH:21]=2)=[O:33])=[CH:31][CH:30]=1, predict the reactants needed to synthesize it. (2) Given the product [CH2:1]([O:8][C:9]([C:10]1[C:22]2[C:17](=[CH:18][CH:19]=[C:20]([CH2:23][CH2:24][OH:25])[CH:21]=2)[NH:16][C:11]=1[C:12]([F:15])([F:14])[F:13])=[O:27])[C:2]1[CH:7]=[CH:6][CH:5]=[CH:4][CH:3]=1, predict the reactants needed to synthesize it. The reactants are: [CH2:1]([O:8][C:9](=[O:27])/[CH:10]=[C:11](/[NH:16][C:17]1[CH:22]=[CH:21][C:20]([CH2:23][CH2:24][OH:25])=[CH:19][C:18]=1I)\[C:12]([F:15])([F:14])[F:13])[C:2]1[CH:7]=[CH:6][CH:5]=[CH:4][CH:3]=1.C(N(CC)CC)C.C1(P(C2C=CC=CC=2)C2C=CC=CC=2)C=CC=CC=1. (3) Given the product [CH:1]1([CH:6]([OH:10])[C:7]([NH:12][C@H:13]([C:15]([C:17]2([NH2:38])[C:23](=[O:24])[N:22]([CH2:25][CH:26]3[CH2:27][CH2:28]3)[C:21]3[CH:29]=[CH:30][CH:31]=[CH:32][C:20]=3[N:19]([CH2:33][CH:34]3[CH2:36][CH2:35]3)[C:18]2=[O:37])=[O:16])[CH3:14])=[O:9])[CH2:2][CH2:3][CH2:4][CH2:5]1, predict the reactants needed to synthesize it. The reactants are: [CH:1]1([CH:6]([OH:10])[C:7]([OH:9])=O)[CH2:5][CH2:4][CH2:3][CH2:2]1.Cl.[NH2:12][C@H:13]([C:15]([C:17]1([NH2:38])[C:23](=[O:24])[N:22]([CH2:25][CH:26]2[CH2:28][CH2:27]2)[C:21]2[CH:29]=[CH:30][CH:31]=[CH:32][C:20]=2[N:19]([CH2:33][CH:34]2[CH2:36][CH2:35]2)[C:18]1=[O:37])=[O:16])[CH3:14]. (4) The reactants are: [H-].[Al+3].[Li+].[H-].[H-].[H-].[CH3:7][O:8][C:9]1[CH:20]=[CH:19][C:12]2[CH2:13][CH2:14][CH2:15][C:16](=O)[NH:17][C:11]=2[CH:10]=1.O.[OH-].[Na+]. Given the product [CH3:7][O:8][C:9]1[CH:20]=[CH:19][C:12]2[CH2:13][CH2:14][CH2:15][CH2:16][NH:17][C:11]=2[CH:10]=1, predict the reactants needed to synthesize it. (5) Given the product [CH2:24]([O:23][C:21](=[O:22])[CH2:20][CH2:19][CH2:26][O:17][C:14]1[CH:13]=[CH:12][C:11]([O:10][CH2:3][C:4]2[CH:5]=[CH:6][CH:7]=[CH:8][CH:9]=2)=[CH:16][CH:15]=1)[CH3:25], predict the reactants needed to synthesize it. The reactants are: [H-].[Na+].[CH2:3]([O:10][C:11]1[CH:16]=[CH:15][C:14]([OH:17])=[CH:13][CH:12]=1)[C:4]1[CH:9]=[CH:8][CH:7]=[CH:6][CH:5]=1.Br[CH:19]([CH3:26])[CH2:20][C:21]([O:23][CH2:24][CH3:25])=[O:22]. (6) Given the product [Cl:14][C:15]1[CH:20]=[CH:19][C:18]([C:2]2[CH:7]=[CH:6][C:5]([CH:8]3[CH2:12][O:11][C:10]([NH2:13])=[N:9]3)=[CH:4][CH:3]=2)=[CH:17][CH:16]=1, predict the reactants needed to synthesize it. The reactants are: Br[C:2]1[CH:7]=[CH:6][C:5]([CH:8]2[CH2:12][O:11][C:10]([NH2:13])=[N:9]2)=[CH:4][CH:3]=1.[Cl:14][C:15]1[CH:20]=[CH:19][C:18](B(O)O)=[CH:17][CH:16]=1.